Dataset: Catalyst prediction with 721,799 reactions and 888 catalyst types from USPTO. Task: Predict which catalyst facilitates the given reaction. (1) Reactant: [S:1]1[C:8]2[CH:7]=[C:6]([C:9]([OH:11])=[O:10])[NH:5][C:4]=2[CH:3]=[CH:2]1.[CH3:12][Si](C=[N+]=[N-])(C)C. Product: [S:1]1[C:8]2[CH:7]=[C:6]([C:9]([O:11][CH3:12])=[O:10])[NH:5][C:4]=2[CH:3]=[CH:2]1. The catalyst class is: 5. (2) Reactant: C([O:4][C:5]1[C:10]([CH2:11][CH3:12])=[CH:9][C:8]([OH:13])=[C:7]([C:14](=[O:16])[CH3:15])[C:6]=1[CH3:17])(=O)C.[C:18]1(=O)[CH2:21][CH2:20][CH2:19]1.N1CCCC1.O. Product: [CH2:11]([C:10]1[CH:9]=[C:8]2[C:7]([C:14](=[O:16])[CH2:15][C:18]3([O:13]2)[CH2:21][CH2:20][CH2:19]3)=[C:6]([CH3:17])[C:5]=1[OH:4])[CH3:12]. The catalyst class is: 11. (3) Reactant: [C:1]([C:5]1[CH:31]=[CH:30][CH:29]=[CH:28][C:6]=1[O:7][C:8]1[C:13]([NH:14][C:15]2[S:19][N:18]=[C:17]([CH2:20][S:21][C:22]3[CH:27]=[CH:26][CH:25]=[CH:24][CH:23]=3)[N:16]=2)=[CH:12][CH:11]=[CH:10][N:9]=1)([CH3:4])([CH3:3])[CH3:2].C(OO)(=[O:34])C. Product: [C:1]([C:5]1[CH:31]=[CH:30][CH:29]=[CH:28][C:6]=1[O:7][C:8]1[C:13]([NH:14][C:15]2[S:19][N:18]=[C:17]([CH2:20][S:21]([C:22]3[CH:23]=[CH:24][CH:25]=[CH:26][CH:27]=3)=[O:34])[N:16]=2)=[CH:12][CH:11]=[CH:10][N:9]=1)([CH3:4])([CH3:2])[CH3:3]. The catalyst class is: 124. (4) Product: [CH2:23]([O:24][C:25](=[O:26])[CH2:27][C:13]1([C:15]#[N:16])[C:14]2[CH:1]=[CH:2][CH:3]=[CH:4][C:5]=2[O:6][C:7]2[C:12]1=[CH:11][CH:10]=[CH:9][CH:8]=2)[CH3:22]. Reactant: [CH:1]1[C:14]2[CH:13]([C:15]#[N:16])[C:12]3[C:7](=[CH:8][CH:9]=[CH:10][CH:11]=3)[O:6][C:5]=2[CH:4]=[CH:3][CH:2]=1.C([Li])CCC.[CH3:22][CH2:23][O:24][C:25]([CH2:27]Br)=[O:26]. The catalyst class is: 28. (5) Reactant: [CH:1]1([CH2:7][CH2:8][CH2:9][O:10][C:11]2[CH:16]=[CH:15][C:14]([CH2:17][CH2:18][CH2:19][O:20][C:21]3[CH:31]=[CH:30][C:24]([C:25]([O:27]CC)=[O:26])=[CH:23][C:22]=3[CH2:32][C:33]([NH:35][C@H:36]3[CH2:40][CH2:39][C@@H:38]([C:41]([O:43]C)=[O:42])[CH2:37]3)=[O:34])=[CH:13][CH:12]=2)[CH2:6][CH2:5][CH2:4][CH2:3][CH2:2]1.[OH-].[Na+]. Product: [C:41]([C@@H:38]1[CH2:39][CH2:40][C@H:36]([NH:35][C:33](=[O:34])[CH2:32][C:22]2[CH:23]=[C:24]([CH:30]=[CH:31][C:21]=2[O:20][CH2:19][CH2:18][CH2:17][C:14]2[CH:15]=[CH:16][C:11]([O:10][CH2:9][CH2:8][CH2:7][CH:1]3[CH2:6][CH2:5][CH2:4][CH2:3][CH2:2]3)=[CH:12][CH:13]=2)[C:25]([OH:27])=[O:26])[CH2:37]1)([OH:43])=[O:42]. The catalyst class is: 83. (6) Reactant: [CH3:1][NH2:2].Br[CH2:4][CH2:5][C:6]1[CH:11]=[CH:10][C:9]([Cl:12])=[CH:8][C:7]=1[N+:13]([O-:15])=[O:14]. Product: [Cl:12][C:9]1[CH:10]=[CH:11][C:6]([CH2:5][CH2:4][NH:2][CH3:1])=[C:7]([N+:13]([O-:15])=[O:14])[CH:8]=1. The catalyst class is: 1. (7) Reactant: [Cl:1][C:2]1[CH:9]=[CH:8][C:5]([CH2:6][NH2:7])=[CH:4][CH:3]=1.C[Al](C)C.C[O:15][C:16]([C:18]1[C:23]([CH:24]([CH3:26])[CH3:25])=[N:22][C:21]([N:27]2[CH2:32][CH2:31][O:30][CH2:29][CH2:28]2)=[CH:20][N:19]=1)=O.[Cl-].[NH4+]. Product: [Cl:1][C:2]1[CH:9]=[CH:8][C:5]([CH2:6][NH:7][C:16]([C:18]2[C:23]([CH:24]([CH3:26])[CH3:25])=[N:22][C:21]([N:27]3[CH2:32][CH2:31][O:30][CH2:29][CH2:28]3)=[CH:20][N:19]=2)=[O:15])=[CH:4][CH:3]=1. The catalyst class is: 11.